Dataset: NCI-60 drug combinations with 297,098 pairs across 59 cell lines. Task: Regression. Given two drug SMILES strings and cell line genomic features, predict the synergy score measuring deviation from expected non-interaction effect. (1) Drug 1: C1CCC(C(C1)N)N.C(=O)(C(=O)[O-])[O-].[Pt+4]. Drug 2: CC12CCC3C(C1CCC2OP(=O)(O)O)CCC4=C3C=CC(=C4)OC(=O)N(CCCl)CCCl.[Na+]. Cell line: HCT-15. Synergy scores: CSS=36.9, Synergy_ZIP=-5.03, Synergy_Bliss=1.03, Synergy_Loewe=-9.66, Synergy_HSA=0.123. (2) Drug 2: CC(C1=C(C=CC(=C1Cl)F)Cl)OC2=C(N=CC(=C2)C3=CN(N=C3)C4CCNCC4)N. Synergy scores: CSS=33.0, Synergy_ZIP=-10.4, Synergy_Bliss=-25.2, Synergy_Loewe=-25.0, Synergy_HSA=-23.8. Drug 1: C1=CC(=CC=C1CCCC(=O)O)N(CCCl)CCCl. Cell line: CCRF-CEM. (3) Drug 1: CC1=C(C(CCC1)(C)C)C=CC(=CC=CC(=CC(=O)O)C)C. Drug 2: CNC(=O)C1=NC=CC(=C1)OC2=CC=C(C=C2)NC(=O)NC3=CC(=C(C=C3)Cl)C(F)(F)F. Cell line: SN12C. Synergy scores: CSS=-1.72, Synergy_ZIP=0.638, Synergy_Bliss=0.169, Synergy_Loewe=-12.3, Synergy_HSA=-3.28. (4) Drug 1: CC1C(C(CC(O1)OC2CC(CC3=C2C(=C4C(=C3O)C(=O)C5=C(C4=O)C(=CC=C5)OC)O)(C(=O)C)O)N)O.Cl. Drug 2: CC=C1C(=O)NC(C(=O)OC2CC(=O)NC(C(=O)NC(CSSCCC=C2)C(=O)N1)C(C)C)C(C)C. Cell line: DU-145. Synergy scores: CSS=37.6, Synergy_ZIP=3.21, Synergy_Bliss=6.01, Synergy_Loewe=-10.9, Synergy_HSA=6.77.